Dataset: Forward reaction prediction with 1.9M reactions from USPTO patents (1976-2016). Task: Predict the product of the given reaction. (1) Given the reactants [C:1]([C:5]1[CH:10]=[CH:9][C:8]([C:11]2[C:20]3[C:19]([CH3:22])([CH3:21])[CH2:18][CH2:17][C:16]([CH3:24])([CH3:23])[C:15]=3[CH:14]=[C:13]([CH:25]([OH:28])[C:26]#[CH:27])[CH:12]=2)=[CH:7][CH:6]=1)(C)(C)C.I[C:30]1[CH:38]=[CH:37][C:33]([C:34]([OH:36])=[O:35])=[CH:32][CH:31]=1, predict the reaction product. The product is: [OH:28][CH:25]([C:13]1[CH:12]=[C:11]([C:8]2[CH:7]=[CH:6][C:5]([CH3:1])=[CH:10][CH:9]=2)[C:20]2[C:19]([CH3:22])([CH3:21])[CH2:18][CH2:17][C:16]([CH3:24])([CH3:23])[C:15]=2[CH:14]=1)[C:26]#[C:27][C:30]1[CH:38]=[CH:37][C:33]([C:34]([OH:36])=[O:35])=[CH:32][CH:31]=1. (2) Given the reactants Cl[C:2]1[N:7]2[N:8]=[C:9]([C:17]3[CH:22]=[CH:21][C:20]([F:23])=[CH:19][CH:18]=3)[C:10]([C:11]3[CH:16]=[CH:15][N:14]=[CH:13][CH:12]=3)=[C:6]2[CH:5]=[CH:4][CH:3]=1.[NH:24]1[CH:28]=[CH:27][N:26]=[CH:25]1, predict the reaction product. The product is: [F:23][C:20]1[CH:21]=[CH:22][C:17]([C:9]2[C:10]([C:11]3[CH:16]=[CH:15][N:14]=[CH:13][CH:12]=3)=[C:6]3[CH:5]=[CH:4][CH:3]=[C:2]([N:24]4[CH:28]=[CH:27][N:26]=[CH:25]4)[N:7]3[N:8]=2)=[CH:18][CH:19]=1.